From a dataset of Reaction yield outcomes from USPTO patents with 853,638 reactions. Predict the reaction yield, written as a fraction of the theoretical maximum amount of product (1.0 means a 100% yield; for example, 0.34 means a 34% yield). (1) The reactants are [C:1]([O:4][C:5]1[CH:10]=[C:9]([I:11])[CH:8]=[C:7]([O:12]C(=O)C)[C:6]=1[Cl:16])(=[O:3])[CH3:2].[OH-].[Li+].Cl. The catalyst is O.O1CCOCC1. The product is [C:1]([O:4][C:5]1[CH:10]=[C:9]([I:11])[CH:8]=[C:7]([OH:12])[C:6]=1[Cl:16])(=[O:3])[CH3:2]. The yield is 0.860. (2) The reactants are [Cl:1][C:2]([Cl:7])([Cl:6])[C:3](Cl)=[O:4].[NH:8]1[CH:12]=[CH:11][CH:10]=[CH:9]1.C(=O)([O-])[O-].[K+].[K+]. The catalyst is CCOCC.O. The product is [Cl:1][C:2]([Cl:7])([Cl:6])[C:3]([C:9]1[NH:8][CH:12]=[CH:11][CH:10]=1)=[O:4]. The yield is 0.770. (3) The reactants are CS[C:3]1[O:4][C:5]2[CH:11]=[CH:10][C:9]([N+:12]([O-:14])=[O:13])=[CH:8][C:6]=2[N:7]=1.[NH2:15][C:16]1[CH:21]=[C:20]([N+:22]([O-])=O)[CH:19]=[CH:18]C=1O.Cl.[C:27](OCC)(=O)[CH3:28]. No catalyst specified. The product is [N+:12]([C:9]1[CH:10]=[CH:11][C:5]2[O:4][C:3]([N:22]3[CH:20]4[CH2:21][CH2:16][N:15]([CH2:18][CH2:19]4)[CH2:28][CH2:27]3)=[N:7][C:6]=2[CH:8]=1)([O-:14])=[O:13]. The yield is 0.360. (4) The reactants are [NH:1]1[C:10]2[C:5](=[CH:6][CH:7]=[CH:8][CH:9]=2)[CH:4]=[CH:3][C:2]1=[O:11].[H-].[Na+].FC1C=C2C(C=CC(=O)N2CCN2CCC(NCC3C=CC4OCC(=O)NC=4N=3)CC2)=CC=1.FC1C=C2C(N=CC(=O)N2[CH2:58][CH2:59][N:60]2[CH2:65][CH2:64][CH:63]([NH:66][C:67](=[O:73])[O:68][C:69]([CH3:72])([CH3:71])[CH3:70])[CH2:62][CH2:61]2)=CC=1. The catalyst is ClCCl.CO. The product is [O:11]=[C:2]1[CH:3]=[CH:4][C:5]2[C:10](=[CH:9][CH:8]=[CH:7][CH:6]=2)[N:1]1[CH2:58][CH2:59][N:60]1[CH2:65][CH2:64][CH:63]([NH:66][C:67](=[O:73])[O:68][C:69]([CH3:72])([CH3:71])[CH3:70])[CH2:62][CH2:61]1. The yield is 0.350. (5) The reactants are [C:1]([C:5]1[CH:6]=[CH:7][C:8]2[O:12][C:11]([C:13]3[CH:14]=[C:15]([CH:19]=[C:20]([N+:22]([O-:24])=[O:23])[CH:21]=3)[C:16](O)=[O:17])=[N:10][C:9]=2[CH:25]=1)([CH3:4])([CH3:3])[CH3:2].Cl. The catalyst is C1COCC1. The product is [C:1]([C:5]1[CH:6]=[CH:7][C:8]2[O:12][C:11]([C:13]3[CH:14]=[C:15]([CH2:16][OH:17])[CH:19]=[C:20]([N+:22]([O-:24])=[O:23])[CH:21]=3)=[N:10][C:9]=2[CH:25]=1)([CH3:4])([CH3:2])[CH3:3]. The yield is 0.400. (6) The reactants are [Si]([O:8][CH2:9][C@H:10]1[C@H:18]2[N:13]([C:14]3[CH:22]=[CH:21][C:20]([N:23]([CH3:27])[C:24](=[O:26])[CH3:25])=[CH:19][C:15]=3[O:16][CH2:17]2)[C:12](=[O:28])[O:11]1)(C(C)(C)C)(C)C.CCCC[N+](CCCC)(CCCC)CCCC.[F-]. No catalyst specified. The product is [OH:8][CH2:9][C@H:10]1[C@H:18]2[N:13]([C:14]3[CH:22]=[CH:21][C:20]([N:23]([CH3:27])[C:24](=[O:26])[CH3:25])=[CH:19][C:15]=3[O:16][CH2:17]2)[C:12](=[O:28])[O:11]1. The yield is 0.865. (7) The reactants are Br[C:2]1[C:3]2[N:4]([CH:18]=[CH:19][N:20]=2)[N:5]=[C:6]([C:8]2[CH:9]=[C:10]([CH:15]=[CH:16][CH:17]=2)[C:11]([O:13][CH3:14])=[O:12])[CH:7]=1.[NH2:21][C:22]1[N:27]=[C:26]([N:28]2[CH2:32][CH2:31][CH2:30][CH:29]2[CH2:33][OH:34])[CH:25]=[CH:24][CH:23]=1.C1C=CC(P(C2C(C3C(P(C4C=CC=CC=4)C4C=CC=CC=4)=CC=C4C=3C=CC=C4)=C3C(C=CC=C3)=CC=2)C2C=CC=CC=2)=CC=1.C([O-])([O-])=O.[Cs+].[Cs+]. The catalyst is C1C=CC(/C=C/C(/C=C/C2C=CC=CC=2)=O)=CC=1.C1C=CC(/C=C/C(/C=C/C2C=CC=CC=2)=O)=CC=1.C1C=CC(/C=C/C(/C=C/C2C=CC=CC=2)=O)=CC=1.[Pd].[Pd].O1CCOCC1. The yield is 0.690. The product is [OH:34][CH2:33][CH:29]1[CH2:30][CH2:31][CH2:32][N:28]1[C:26]1[N:27]=[C:22]([NH:21][C:2]2[C:3]3[N:4]([CH:18]=[CH:19][N:20]=3)[N:5]=[C:6]([C:8]3[CH:9]=[C:10]([CH:15]=[CH:16][CH:17]=3)[C:11]([O:13][CH3:14])=[O:12])[CH:7]=2)[CH:23]=[CH:24][CH:25]=1. (8) The reactants are [CH3:1][O:2][C:3](=[O:17])[C:4]1[CH:12]=[C:11]([O:13][CH:14]([CH3:16])[CH3:15])[CH:10]=[C:6]([C:7]([OH:9])=O)[CH:5]=1.C(Cl)(C(Cl)=O)=O.[Br:24][C:25]1[CH:30]=[CH:29][C:28](B(O)O)=[CH:27][CH:26]=1. The catalyst is C(Cl)Cl.C(=CC(C=CC1C=CC=CC=1)=O)C1C=CC=CC=1.C(=CC(C=CC1C=CC=CC=1)=O)C1C=CC=CC=1.[Pd].S1C=CC=C1C([O-])=O.[Cu+].CN(C=O)C. The product is [CH3:1][O:2][C:3](=[O:17])[C:4]1[CH:12]=[C:11]([O:13][CH:14]([CH3:16])[CH3:15])[CH:10]=[C:6]([C:7](=[O:9])[C:28]2[CH:29]=[CH:30][C:25]([Br:24])=[CH:26][CH:27]=2)[CH:5]=1. The yield is 0.860. (9) The yield is 0.453. The catalyst is C(O)C.[OH-].[OH-].[Pd+2]. The reactants are C([O:8][C:9]1[CH:27]=[C:26]([CH2:28][CH3:29])[CH:25]=[CH:24][C:10]=1[O:11][C:12]1[CH:17]=[CH:16][C:15]([NH:18][CH2:19][CH2:20][CH2:21][OH:22])=[CH:14][C:13]=1[F:23])C1C=CC=CC=1.C([O-])=O.[NH4+]. The product is [CH2:28]([C:26]1[CH:25]=[CH:24][C:10]([O:11][C:12]2[CH:17]=[CH:16][C:15]([NH:18][CH2:19][CH2:20][CH2:21][OH:22])=[CH:14][C:13]=2[F:23])=[C:9]([OH:8])[CH:27]=1)[CH3:29]. (10) The reactants are [F:1][C:2]1[CH:3]=[C:4]([CH:8]=[CH:9][CH:10]=1)[C:5]([OH:7])=O.CN(C(ON1N=NC2C=CC=NC1=2)=[N+](C)C)C.F[P-](F)(F)(F)(F)F.CCN(C(C)C)C(C)C.[N:44]1[C:53]2[C:48](=[CH:49][C:50]([O:54][C:55]3[CH:56]=[C:57]([CH:59]=[CH:60][CH:61]=3)[NH2:58])=[CH:51][CH:52]=2)[N:47]=[CH:46][CH:45]=1. The catalyst is CN(C=O)C. The product is [F:1][C:2]1[CH:3]=[C:4]([CH:8]=[CH:9][CH:10]=1)[C:5]([NH:58][C:57]1[CH:59]=[CH:60][CH:61]=[C:55]([O:54][C:50]2[CH:49]=[C:48]3[C:53](=[CH:52][CH:51]=2)[N:44]=[CH:45][CH:46]=[N:47]3)[CH:56]=1)=[O:7]. The yield is 0.390.